This data is from Reaction yield outcomes from USPTO patents with 853,638 reactions. The task is: Predict the reaction yield, written as a fraction of the theoretical maximum amount of product (1.0 means a 100% yield; for example, 0.34 means a 34% yield). (1) The reactants are Br[CH2:2][C:3](=O)[C:4]([O:6][CH2:7][CH3:8])=[O:5].C(=O)(O)[O-].[Na+].[C:15]([N:18]1[CH2:23][CH2:22][C@H:21]([NH:24][C:25](=[O:34])[O:26][CH2:27][C:28]2[CH:33]=[CH:32][CH:31]=[CH:30][CH:29]=2)[C@H:20]([O:35][CH3:36])[CH2:19]1)(=[O:17])[NH2:16]. The catalyst is C1COCC1. The product is [CH2:27]([O:26][C:25]([NH:24][C@H:21]1[CH2:22][CH2:23][N:18]([C:15]2[O:17][CH:2]=[C:3]([C:4]([O:6][CH2:7][CH3:8])=[O:5])[N:16]=2)[CH2:19][C@H:20]1[O:35][CH3:36])=[O:34])[C:28]1[CH:33]=[CH:32][CH:31]=[CH:30][CH:29]=1. The yield is 0.790. (2) The reactants are [CH3:1][C:2]([CH3:25])([CH3:24])[CH2:3][N:4]1[C:8]2[N:9]=[C:10]([C:13]#[N:14])[N:11]=[CH:12][C:7]=2[CH:6]=[C:5]1[CH2:15][N:16]1[C:21](=[O:22])[CH2:20][NH:19][CH2:18][C:17]1=[O:23].[CH2:26]([S:30](Cl)(=[O:32])=[O:31])[CH2:27][CH2:28][CH3:29]. The catalyst is N1C=CC=CC=1.C(Cl)Cl. The product is [CH2:26]([S:30]([N:19]1[CH2:18][C:17](=[O:23])[N:16]([CH2:15][C:5]2[N:4]([CH2:3][C:2]([CH3:25])([CH3:24])[CH3:1])[C:8]3[N:9]=[C:10]([C:13]#[N:14])[N:11]=[CH:12][C:7]=3[CH:6]=2)[C:21](=[O:22])[CH2:20]1)(=[O:32])=[O:31])[CH2:27][CH2:28][CH3:29]. The yield is 0.720.